From a dataset of Forward reaction prediction with 1.9M reactions from USPTO patents (1976-2016). Predict the product of the given reaction. (1) Given the reactants [OH:1][C:2]1[NH:6][N:5]=[C:4]([C:7]([O:9][CH2:10][CH3:11])=[O:8])[CH:3]=1.C(=O)([O-])[O-].[K+].[K+].Br[CH2:19][CH2:20]Br, predict the reaction product. The product is: [CH2:10]([O:9][C:7]([C:4]1[CH:3]=[C:2]2[O:1][CH2:19][CH2:20][N:6]2[N:5]=1)=[O:8])[CH3:11]. (2) Given the reactants [Cl:1][C:2]1[CH:9]=[C:8](F)[CH:7]=[CH:6][C:3]=1[C:4]#[N:5].[NH:11]1[CH2:16][CH2:15][NH:14][CH2:13][CH2:12]1, predict the reaction product. The product is: [Cl:1][C:2]1[CH:9]=[C:8]([N:11]2[CH2:16][CH2:15][NH:14][CH2:13][CH2:12]2)[CH:7]=[CH:6][C:3]=1[C:4]#[N:5]. (3) Given the reactants [CH3:1][C:2]1([CH3:37])[CH2:7][CH:6]([NH:8][C:9]2[N:14]=[C:13]([C:15]3[C:23]4[C:18](=[CH:19][C:20]([C:24](O)=[O:25])=[CH:21][CH:22]=4)[N:17](COCC[Si](C)(C)C)[CH:16]=3)[CH:12]=[CH:11][N:10]=2)[CH2:5][C:4]([CH3:36])([CH3:35])[NH:3]1.S(Cl)(Cl)=O.[NH:42]1[CH2:47][CH2:46][O:45][CH2:44][CH2:43]1.C(=O)(O)[O-].CCCC[N+](CCCC)(CCCC)CCCC.[F-], predict the reaction product. The product is: [N:42]1([C:24]([C:20]2[CH:19]=[C:18]3[C:23]([C:15]([C:13]4[CH:12]=[CH:11][N:10]=[C:9]([NH:8][CH:6]5[CH2:5][C:4]([CH3:36])([CH3:35])[NH:3][C:2]([CH3:37])([CH3:1])[CH2:7]5)[N:14]=4)=[CH:16][NH:17]3)=[CH:22][CH:21]=2)=[O:25])[CH2:47][CH2:46][O:45][CH2:44][CH2:43]1. (4) Given the reactants [CH3:1][C:2]1[CH:7]=[C:6]([NH2:8])[CH:5]=[CH:4][N:3]=1.C([O:11][C:12](=[O:17])[CH2:13][N:14]=[C:15]=[O:16])C, predict the reaction product. The product is: [CH3:1][C:2]1[CH:7]=[C:6]([NH:8][C:15](=[O:16])[NH:14][CH2:13][C:12]([OH:17])=[O:11])[CH:5]=[CH:4][N:3]=1. (5) Given the reactants Cl[C:2]1[CH:7]=[CH:6][N:5]=[C:4]([C:8]2[CH:13]=[CH:12][CH:11]=[CH:10][CH:9]=2)[CH:3]=1.P([O-])([O-])([O-])=O.[K+].[K+].[K+].[CH3:22][C:23]1(C)[C:27](C)(C)OB(C(C)=C)O1, predict the reaction product. The product is: [C:8]1([C:4]2[CH:3]=[C:2]([C:23]([CH3:27])=[CH2:22])[CH:7]=[CH:6][N:5]=2)[CH:13]=[CH:12][CH:11]=[CH:10][CH:9]=1. (6) Given the reactants C[N+]1([O-])CC[O:5]CC1.[F:9][CH:10]([F:37])[C:11]1[CH:16]=[CH:15][N:14]=[C:13]([NH:17][C:18]2[CH:23]=[C:22]([C:24]3[N:25]=[N:26][N:27]([CH:29]4[CH2:34][CH2:33][CH2:32][C:31]([CH3:35])=[CH:30]4)[CH:28]=3)[CH:21]=[C:20]([CH3:36])[CH:19]=2)[N:12]=1.[OH2:38], predict the reaction product. The product is: [F:37][CH:10]([F:9])[C:11]1[CH:16]=[CH:15][N:14]=[C:13]([NH:17][C:18]2[CH:23]=[C:22]([C:24]3[N:25]=[N:26][N:27]([CH:29]4[CH2:34][CH2:33][CH2:32][C:31]([CH3:35])([OH:38])[CH:30]4[OH:5])[CH:28]=3)[CH:21]=[C:20]([CH3:36])[CH:19]=2)[N:12]=1. (7) Given the reactants [ClH:1].O1CCOCC1.C(OC(=O)[NH:14][C:15]1[CH:20]=[CH:19][C:18]([C:21]([F:24])([F:23])[F:22])=[C:17]([O:25][CH2:26][CH2:27][O:28][CH3:29])[CH:16]=1)(C)(C)C, predict the reaction product. The product is: [ClH:1].[CH3:29][O:28][CH2:27][CH2:26][O:25][C:17]1[CH:16]=[C:15]([CH:20]=[CH:19][C:18]=1[C:21]([F:22])([F:23])[F:24])[NH2:14]. (8) Given the reactants [CH:1]([O:4][C:5](=[O:23])[NH:6][C:7]1[CH:8]=[C:9]2[N:15]=[C:14]([C:16]3[CH:21]=[CH:20][CH:19]=[C:18]([NH2:22])[CH:17]=3)[NH:13][C:10]2=[N:11][CH:12]=1)([CH3:3])[CH3:2].[C:24](Cl)(=[O:26])[CH3:25], predict the reaction product. The product is: [CH:1]([O:4][C:5](=[O:23])[NH:6][C:7]1[CH:8]=[C:9]2[N:15]=[C:14]([C:16]3[CH:21]=[CH:20][CH:19]=[C:18]([NH:22][C:24](=[O:26])[CH3:25])[CH:17]=3)[NH:13][C:10]2=[N:11][CH:12]=1)([CH3:3])[CH3:2]. (9) Given the reactants C(OC([NH:8][CH2:9][C:10]1[CH:15]=[CH:14][C:13](B(O)O)=[CH:12][CH:11]=1)=O)(C)(C)C.Br[C:20]1[N:21]([CH3:25])[CH:22]=[CH:23][N:24]=1.C(=O)([O-])[O-].[K+].[K+].C1(C)C=CC=CC=1, predict the reaction product. The product is: [CH3:25][N:21]1[CH:22]=[CH:23][N:24]=[C:20]1[C:13]1[CH:14]=[CH:15][C:10]([CH2:9][NH2:8])=[CH:11][CH:12]=1.